Dataset: Forward reaction prediction with 1.9M reactions from USPTO patents (1976-2016). Task: Predict the product of the given reaction. (1) The product is: [CH2:1]([O:3][C:4]([C:6]1[N:7]=[C:8]([CH:11]=[O:12])[S:9][CH:10]=1)=[O:5])[CH3:2]. Given the reactants [CH2:1]([O:3][C:4]([C:6]1[N:7]=[C:8]([CH:11](OCC)[O:12]CC)[S:9][CH:10]=1)=[O:5])[CH3:2].Cl, predict the reaction product. (2) The product is: [F:1][C:2]1[C:7]([N+:18]([O-:20])=[O:19])=[CH:6][C:5]([S:8]([Cl:11])(=[O:10])=[O:9])=[C:4]([CH3:12])[CH:3]=1. Given the reactants [F:1][C:2]1[CH:7]=[CH:6][C:5]([S:8]([Cl:11])(=[O:10])=[O:9])=[C:4]([CH3:12])[CH:3]=1.S(=O)(=O)(O)O.[N+:18]([O-])([OH:20])=[O:19], predict the reaction product. (3) Given the reactants [C:1]1([C:7]2[C:20]3[C:15](=[CH:16][CH:17]=[CH:18][CH:19]=3)[C:14](B(O)O)=[C:13]3[C:8]=2[CH:9]=[CH:10][CH:11]=[CH:12]3)[CH:6]=[CH:5][CH:4]=[CH:3][CH:2]=1.Br[C:25]1[CH:34]=[CH:33][C:32]2[C:27](=[CH:28][CH:29]=[C:30]([Br:35])[CH:31]=2)[CH:26]=1.C(=O)([O-])[O-].[Na+].[Na+], predict the reaction product. The product is: [Br:35][C:30]1[CH:29]=[CH:28][C:27]2[C:32](=[CH:33][CH:34]=[C:25]([C:14]3[C:15]4[C:20](=[CH:19][CH:18]=[CH:17][CH:16]=4)[C:7]([C:1]4[CH:6]=[CH:5][CH:4]=[CH:3][CH:2]=4)=[C:8]4[C:13]=3[CH:12]=[CH:11][CH:10]=[CH:9]4)[CH:26]=2)[CH:31]=1. (4) Given the reactants [NH2:1][C:2]1[N:10]=[C:9]([F:11])[N:8]=[C:7]2[C:3]=1[N:4]=[C:5]([CH2:18][C:19]1[C:27]([I:28])=[CH:26][C:22]3[O:23][CH2:24][O:25][C:21]=3[CH:20]=1)[N:6]2[CH2:12][CH2:13][CH2:14][CH:15]([OH:17])C.[C:29]([O-])([O-])=O.[Ca+2].[S:34](Cl)(=[O:37])(=[O:36])[NH2:35], predict the reaction product. The product is: [NH2:1][C:2]1[N:10]=[C:9]([F:11])[N:8]=[C:7]2[C:3]=1[N:4]=[C:5]([CH2:18][C:19]1[C:27]([I:28])=[CH:26][C:22]3[O:23][CH2:24][O:25][C:21]=3[CH:20]=1)[N:6]2[CH:12]([CH3:29])[CH2:13][CH2:14][CH2:15][O:17][S:34](=[O:37])(=[O:36])[NH2:35]. (5) Given the reactants Br[C:2]1[N:7]2[CH:8]=[C:9](/[CH:11]=[CH:12]/[C:13]3[CH:22]=[CH:21][C:20]4[C:15](=[CH:16][CH:17]=[CH:18][CH:19]=4)[N:14]=3)[N:10]=[C:6]2[C:5]([N:23]2[CH2:28][CH2:27][O:26][CH2:25][CH2:24]2)=[N:4][CH:3]=1.[CH3:29][N:30]1[C:35](=[O:36])[N:34]([CH3:37])[C:33]2[CH:38]=[CH:39][C:40](B3OC(C)(C)C(C)(C)O3)=[CH:41][C:32]=2[S:31]1(=[O:52])=[O:51], predict the reaction product. The product is: [CH3:29][N:30]1[C:35](=[O:36])[N:34]([CH3:37])[C:33]2[CH:38]=[CH:39][C:40]([C:2]3[N:7]4[CH:8]=[C:9](/[CH:11]=[CH:12]/[C:13]5[CH:22]=[CH:21][C:20]6[C:15](=[CH:16][CH:17]=[CH:18][CH:19]=6)[N:14]=5)[N:10]=[C:6]4[C:5]([N:23]4[CH2:24][CH2:25][O:26][CH2:27][CH2:28]4)=[N:4][CH:3]=3)=[CH:41][C:32]=2[S:31]1(=[O:51])=[O:52]. (6) The product is: [CH3:19][C:5]1[C:4]([C:20]2[CH:25]=[CH:24][CH:23]=[CH:22][CH:21]=2)=[CH:8][CH2:7][C:6]=1[C:9]1[CH:10]=[CH:11][CH:12]=[C:13]2[C:18]=1[N:17]=[CH:16][CH:15]=[CH:14]2. Given the reactants O.Cl.O[C:4]1([C:20]2[CH:25]=[CH:24][CH:23]=[CH:22][CH:21]=2)[CH2:8][CH2:7][C:6]([C:9]2[CH:10]=[CH:11][CH:12]=[C:13]3[C:18]=2[N:17]=[CH:16][CH:15]=[CH:14]3)=[C:5]1[CH3:19].N, predict the reaction product. (7) Given the reactants Cl[C:2]1[C:11]2=[N:12][N:13](CC3C=CC(OC)=CC=3)[CH:14]=[C:10]2[C:9]2[CH:8]=[C:7]([O:24][CH3:25])[CH:6]=[CH:5][C:4]=2[N:3]=1.[NH2:26][C:27]1[CH:41]=[CH:40][C:30]2[O:31][CH2:32][C:33]([NH:35][CH2:36][CH2:37][CH2:38][OH:39])=[N:34][C:29]=2[CH:28]=1.Cl, predict the reaction product. The product is: [CH3:25][O:24][C:7]1[CH:6]=[CH:5][C:4]2[N:3]=[C:2]([NH:26][C:27]3[CH:41]=[CH:40][C:30]4[O:31][CH2:32][C:33]([NH:35][CH2:36][CH2:37][CH2:38][OH:39])=[N:34][C:29]=4[CH:28]=3)[C:11]3=[N:12][NH:13][CH:14]=[C:10]3[C:9]=2[CH:8]=1.